From a dataset of Retrosynthesis with 50K atom-mapped reactions and 10 reaction types from USPTO. Predict the reactants needed to synthesize the given product. (1) Given the product CCCc1cc2cc(O)c(F)cc2c(Oc2ccc(/C=C/C(=O)O)cc2)c1-c1ccccc1, predict the reactants needed to synthesize it. The reactants are: CCCc1cc2cc(OC)c(F)cc2c(Oc2ccc(/C=C/C(=O)O)cc2)c1-c1ccccc1. (2) Given the product Nc1ncccc1C(=O)NCc1cccc(OCCc2ccccc2)c1, predict the reactants needed to synthesize it. The reactants are: NCc1cccc(OCCc2ccccc2)c1.Nc1ncccc1C(=O)O.